The task is: Predict the reactants needed to synthesize the given product.. This data is from Full USPTO retrosynthesis dataset with 1.9M reactions from patents (1976-2016). (1) Given the product [C:1]([N:4]1[C:13]2[C:8](=[CH:9][C:10]([N:14]3[CH2:15][CH2:16][NH:17][CH2:18][CH2:19]3)=[CH:11][CH:12]=2)[C@H:7]([NH:27][C:28]2[CH:33]=[CH:32][C:31]([C:34]([NH:35][CH3:36])=[O:37])=[CH:30][CH:29]=2)[C@@H:6]([CH3:38])[C@@H:5]1[CH2:39][CH3:40])(=[O:3])[CH3:2], predict the reactants needed to synthesize it. The reactants are: [C:1]([N:4]1[C:13]2[C:8](=[CH:9][C:10]([N:14]3[CH2:19][CH2:18][N:17](C(OC(C)(C)C)=O)[CH2:16][CH2:15]3)=[CH:11][CH:12]=2)[C@H:7]([NH:27][C:28]2[CH:33]=[CH:32][C:31]([C:34](=[O:37])[NH:35][CH3:36])=[CH:30][CH:29]=2)[C@@H:6]([CH3:38])[C@@H:5]1[CH2:39][CH3:40])(=[O:3])[CH3:2].C(O)(C(F)(F)F)=O. (2) Given the product [CH:1]1[CH:2]=[CH:3][C:4]([Cl:21])=[C:5]([C:7]2[C:14]3[CH:15]=[C:16]([Cl:19])[CH:17]=[CH:18][C:13]=3[NH:12][C:10](=[O:11])[CH:9]([OH:20])[N:8]=2)[CH:6]=1, predict the reactants needed to synthesize it. The reactants are: [CH:1]1[CH:2]=[CH:3][C:4]([Cl:21])=[C:5]([C:7]2[C:14]3[CH:15]=[C:16]([Cl:19])[CH:17]=[CH:18][C:13]=3[NH:12][C:10](=[O:11])[CH:9]([OH:20])[N:8]=2)[CH:6]=1.CO. (3) The reactants are: [CH3:1][C:2]1[CH:10]=[CH:9][CH:8]=[C:7]2[C:3]=1[CH2:4][CH2:5][C:6]2=[O:11].B1(C)OC(C2C=CC=CC=2)(C2C=CC=CC=2)[C@H]2N1CCC2.B.CSC.CO. Given the product [CH3:1][C:2]1[CH:10]=[CH:9][CH:8]=[C:7]2[C:3]=1[CH2:4][CH2:5][C@H:6]2[OH:11], predict the reactants needed to synthesize it. (4) Given the product [CH3:1][C:2]1[C:6]2[CH:7]=[CH:8][C:9]([C:11]([F:14])([F:12])[F:13])=[CH:10][C:5]=2[S:4][C:3]=1[CH:15]([CH2:22][CH2:23][CH2:24][CH3:25])[CH2:16][C:17]([O:19][CH2:20][CH3:21])=[O:18], predict the reactants needed to synthesize it. The reactants are: [CH3:1][C:2]1[C:6]2[CH:7]=[CH:8][C:9]([C:11]([F:14])([F:13])[F:12])=[CH:10][C:5]=2[S:4][C:3]=1[C:15]([CH2:22][CH2:23][CH2:24][CH3:25])=[CH:16][C:17]([O:19][CH2:20][CH3:21])=[O:18]. (5) Given the product [CH3:30][C:26]1([CH2:25][O:24][C:19]2[CH:18]=[CH:17][C:16]([C:14]3[CH:13]=[CH:12][N:11]=[C:10]([NH:8][C:5]4[CH:6]=[N:7][C:2]([CH3:1])=[CH:3][CH:4]=4)[N:15]=3)=[CH:23][C:20]=2[C:21]#[N:22])[CH2:27][O:28][CH2:29]1, predict the reactants needed to synthesize it. The reactants are: [CH3:1][C:2]1[N:7]=[CH:6][C:5]([NH2:8])=[CH:4][CH:3]=1.Cl[C:10]1[N:15]=[C:14]([C:16]2[CH:17]=[CH:18][C:19]([O:24][CH2:25][C:26]3([CH3:30])[CH2:29][O:28][CH2:27]3)=[C:20]([CH:23]=2)[C:21]#[N:22])[CH:13]=[CH:12][N:11]=1. (6) Given the product [Br:23][C:24]1[C:33]2[C:28](=[CH:29][CH:30]=[CH:31][CH:32]=2)[CH:27]=[C:26]([CH:34]([C:19]2[S:18][C:17]3[CH:21]=[CH:22][C:14]([CH2:12][CH3:13])=[CH:15][C:16]=3[CH:20]=2)[OH:35])[CH:25]=1, predict the reactants needed to synthesize it. The reactants are: CCCCCC.C([Li])CCC.[CH2:12]([C:14]1[CH:22]=[CH:21][C:17]2[S:18][CH:19]=[CH:20][C:16]=2[CH:15]=1)[CH3:13].[Br:23][C:24]1[C:33]2[C:28](=[CH:29][CH:30]=[CH:31][CH:32]=2)[CH:27]=[C:26]([CH:34]=[O:35])[CH:25]=1.[Cl-].[NH4+]. (7) Given the product [OH:1][C:2]1([CH3:20])[C:6]([OH:8])([CH3:7])[CH2:5][N:4]([C:9]2[CH:10]=[C:11]([CH:17]=[CH:18][CH:19]=2)[C:12]([OH:14])=[O:13])[CH2:3]1, predict the reactants needed to synthesize it. The reactants are: [OH:1][C:2]1([CH3:20])[C:6]([OH:8])([CH3:7])[CH2:5][N:4]([C:9]2[CH:10]=[C:11]([CH:17]=[CH:18][CH:19]=2)[C:12]([O:14]CC)=[O:13])[CH2:3]1.O.[Li+].[OH-]. (8) Given the product [CH3:19][O:18][C:17]1[C:11]2[C:10]([N:20]3[CH2:24][CH2:23][C@@H:22]([CH2:25][OH:26])[CH2:21]3)=[N:9][C:8]([C:6]3[CH:5]=[CH:4][N:3]=[C:2]([NH:27][C:28]4[CH:33]=[CH:32][CH:31]=[CH:30][CH:29]=4)[CH:7]=3)=[N:13][C:12]=2[CH:14]=[N:15][CH:16]=1, predict the reactants needed to synthesize it. The reactants are: Cl[C:2]1[CH:7]=[C:6]([C:8]2[N:9]=[C:10]([N:20]3[CH2:24][CH2:23][C@@H:22]([CH2:25][OH:26])[CH2:21]3)[C:11]3[C:17]([O:18][CH3:19])=[CH:16][N:15]=[CH:14][C:12]=3[N:13]=2)[CH:5]=[CH:4][N:3]=1.[NH2:27][C:28]1[CH:33]=[CH:32][CH:31]=[CH:30][CH:29]=1. (9) Given the product [F:40][C:41]1[CH:46]=[CH:45][CH:44]=[C:43]([F:47])[C:42]=1[C:2]1[CH:3]=[C:4]2[C:8](=[CH:9][CH:10]=1)[N:7]([CH:11]1[CH2:16][CH2:15][CH2:14][CH2:13][O:12]1)[N:6]=[C:5]2[C:17]1[N:22]=[C:21]([O:23][C@H:24]2[CH2:31][N:30]([C:32]([O:34][C:35]([CH3:37])([CH3:36])[CH3:38])=[O:33])[CH2:29][CH2:28][C:25]32[CH2:27][CH2:26]3)[CH:20]=[N:19][CH:18]=1, predict the reactants needed to synthesize it. The reactants are: Br[C:2]1[CH:3]=[C:4]2[C:8](=[CH:9][CH:10]=1)[N:7]([CH:11]1[CH2:16][CH2:15][CH2:14][CH2:13][O:12]1)[N:6]=[C:5]2[C:17]1[N:22]=[C:21]([O:23][C@H:24]2[CH2:31][N:30]([C:32]([O:34][C:35]([CH3:38])([CH3:37])[CH3:36])=[O:33])[CH2:29][CH2:28][C:25]32[CH2:27][CH2:26]3)[CH:20]=[N:19][CH:18]=1.[Br-].[F:40][C:41]1[CH:46]=[CH:45][CH:44]=[C:43]([F:47])[C:42]=1[Zn+].C1COCC1.O.C(CN(CCO)CCN(CC([O-])=O)CC([O-])=O)([O-])=O.[Na+].[Na+].[Na+].O.